From a dataset of Retrosynthesis with 50K atom-mapped reactions and 10 reaction types from USPTO. Predict the reactants needed to synthesize the given product. (1) Given the product NC(=O)Nc1cc(-c2ccccc2OCCN2Cc3ccccc3C2)sc1C(N)=O, predict the reactants needed to synthesize it. The reactants are: Brc1ccccc1OCCN1Cc2ccccc2C1.NC(=O)Nc1cc(Br)sc1C(N)=O. (2) Given the product CC(C)(C#N)c1ccc(Nc2c(N)nnc3ccc(Br)cc23)cc1, predict the reactants needed to synthesize it. The reactants are: CC(C)(C#N)c1ccc(Nc2c([N+](=O)[O-])nnc3ccc(Br)cc23)cc1.